Dataset: NCI-60 drug combinations with 297,098 pairs across 59 cell lines. Task: Regression. Given two drug SMILES strings and cell line genomic features, predict the synergy score measuring deviation from expected non-interaction effect. (1) Drug 1: CC1=CC=C(C=C1)C2=CC(=NN2C3=CC=C(C=C3)S(=O)(=O)N)C(F)(F)F. Drug 2: C1C(C(OC1N2C=NC(=NC2=O)N)CO)O. Cell line: SF-539. Synergy scores: CSS=6.33, Synergy_ZIP=2.33, Synergy_Bliss=3.75, Synergy_Loewe=-0.472, Synergy_HSA=1.56. (2) Drug 1: CC1OCC2C(O1)C(C(C(O2)OC3C4COC(=O)C4C(C5=CC6=C(C=C35)OCO6)C7=CC(=C(C(=C7)OC)O)OC)O)O. Drug 2: C1=NC2=C(N1)C(=S)N=C(N2)N. Cell line: NCI-H522. Synergy scores: CSS=32.7, Synergy_ZIP=-5.02, Synergy_Bliss=-3.55, Synergy_Loewe=-1.43, Synergy_HSA=1.19. (3) Drug 1: C1CC(=O)NC(=O)C1N2CC3=C(C2=O)C=CC=C3N. Drug 2: C1=C(C(=O)NC(=O)N1)N(CCCl)CCCl. Cell line: RXF 393. Synergy scores: CSS=24.3, Synergy_ZIP=3.27, Synergy_Bliss=3.10, Synergy_Loewe=1.19, Synergy_HSA=4.25. (4) Drug 1: CS(=O)(=O)CCNCC1=CC=C(O1)C2=CC3=C(C=C2)N=CN=C3NC4=CC(=C(C=C4)OCC5=CC(=CC=C5)F)Cl. Drug 2: C1CC(CCC1OC2=C(C(=CC=C2)Cl)F)(CC3=NC(=CC=C3)NC4=NC=CS4)C(=O)O. Cell line: SK-OV-3. Synergy scores: CSS=34.2, Synergy_ZIP=3.19, Synergy_Bliss=4.77, Synergy_Loewe=5.99, Synergy_HSA=7.90. (5) Drug 1: CC12CCC3C(C1CCC2=O)CC(=C)C4=CC(=O)C=CC34C. Drug 2: C1=CC(=CC=C1CCC2=CNC3=C2C(=O)NC(=N3)N)C(=O)NC(CCC(=O)O)C(=O)O. Cell line: SK-MEL-28. Synergy scores: CSS=23.2, Synergy_ZIP=-2.20, Synergy_Bliss=-4.28, Synergy_Loewe=-3.36, Synergy_HSA=-2.28. (6) Drug 1: CN(C)N=NC1=C(NC=N1)C(=O)N. Drug 2: CC1CCC2CC(C(=CC=CC=CC(CC(C(=O)C(C(C(=CC(C(=O)CC(OC(=O)C3CCCCN3C(=O)C(=O)C1(O2)O)C(C)CC4CCC(C(C4)OC)O)C)C)O)OC)C)C)C)OC. Cell line: HCT116. Synergy scores: CSS=20.9, Synergy_ZIP=-1.54, Synergy_Bliss=-2.22, Synergy_Loewe=-8.05, Synergy_HSA=1.07.